From a dataset of Reaction yield outcomes from USPTO patents with 853,638 reactions. Predict the reaction yield, written as a fraction of the theoretical maximum amount of product (1.0 means a 100% yield; for example, 0.34 means a 34% yield). (1) The reactants are [F:1][CH:2]([F:34])[C:3]1[C:4]([C:28]2[CH:29]=[N:30][N:31]([CH3:33])[CH:32]=2)=[CH:5][C:6]([F:27])=[C:7]([NH:9][C:10]2[C:14]3[CH2:15][NH:16][CH2:17][CH2:18][C:13]=3[N:12]([CH:19]3[CH2:24][CH2:23][S:22](=[O:26])(=[O:25])[CH2:21][CH2:20]3)[N:11]=2)[CH:8]=1.C(N(CC)CC)C.[CH3:42][NH:43][C:44](N1C=CN=C1)=[O:45].O. The catalyst is C(Cl)Cl. The product is [F:34][CH:2]([F:1])[C:3]1[C:4]([C:28]2[CH:29]=[N:30][N:31]([CH3:33])[CH:32]=2)=[CH:5][C:6]([F:27])=[C:7]([CH:8]=1)[NH:9][C:10]1[C:14]2[CH2:15][N:16]([C:44]([NH:43][CH3:42])=[O:45])[CH2:17][CH2:18][C:13]=2[N:12]([CH:19]2[CH2:24][CH2:23][S:22](=[O:26])(=[O:25])[CH2:21][CH2:20]2)[N:11]=1. The yield is 0.410. (2) The yield is 0.900. The reactants are Cl[C:2]1[C:7]([C:8]#[N:9])=[C:6]([Cl:10])[N:5]=[C:4]([S:11][CH3:12])[N:3]=1.[F:13][C:14]1[CH:20]=[CH:19][CH:18]=[C:17]([F:21])[C:15]=1[NH2:16].CO.O. The product is [Cl:10][C:6]1[C:7]([C:8]#[N:9])=[C:2]([NH:16][C:15]2[C:14]([F:13])=[CH:20][CH:19]=[CH:18][C:17]=2[F:21])[N:3]=[C:4]([S:11][CH3:12])[N:5]=1. The catalyst is CN(C=O)C. (3) The reactants are [Cl:1][C:2]1[CH:3]=[C:4]([N:12]=[C:13]2[N:18]([CH2:19][C:20]3[CH:25]=[CH:24][C:23]([O:26][CH3:27])=[CH:22][CH:21]=3)[C:17](=[O:28])[N:16]([CH2:29][C@@H:30]([C:32]([O:34]C)=[O:33])[CH3:31])[C:15](=[O:36])[N:14]2[CH3:37])[CH:5]=[CH:6][C:7]=1[O:8][CH:9]([CH3:11])[CH3:10].CO.[OH-].[Li+].C(O)(=O)CC(CC(O)=O)(C(O)=O)O. The catalyst is C1COCC1. The product is [Cl:1][C:2]1[CH:3]=[C:4]([N:12]=[C:13]2[N:18]([CH2:19][C:20]3[CH:25]=[CH:24][C:23]([O:26][CH3:27])=[CH:22][CH:21]=3)[C:17](=[O:28])[N:16]([CH2:29][C@@H:30]([C:32]([OH:34])=[O:33])[CH3:31])[C:15](=[O:36])[N:14]2[CH3:37])[CH:5]=[CH:6][C:7]=1[O:8][CH:9]([CH3:11])[CH3:10]. The yield is 0.910. (4) The reactants are [NH2:1][C:2]1[CH:3]=[C:4]([CH:20]=[CH:21][CH:22]=1)[O:5][C:6]1[CH:7]=[CH:8][C:9]2[N:10]([CH:12]=[C:13]([C:15]([O:17][CH2:18][CH3:19])=[O:16])[N:14]=2)[N:11]=1.[F:23][C:24]([F:35])([F:34])[C:25]1[CH:26]=[C:27]([CH:31]=[CH:32][CH:33]=1)[C:28](O)=[O:29].ON1C2C=CC=CC=2N=N1.Cl.C(N=C=NCCCN(C)C)C. The catalyst is CN(C)C=O. The product is [F:23][C:24]([F:34])([F:35])[C:25]1[CH:26]=[C:27]([CH:31]=[CH:32][CH:33]=1)[C:28]([NH:1][C:2]1[CH:3]=[C:4]([CH:20]=[CH:21][CH:22]=1)[O:5][C:6]1[CH:7]=[CH:8][C:9]2[N:10]([CH:12]=[C:13]([C:15]([O:17][CH2:18][CH3:19])=[O:16])[N:14]=2)[N:11]=1)=[O:29]. The yield is 0.900. (5) The reactants are [NH2:1][C:2]1[CH:3]=[C:4]([O:16][CH2:17][CH2:18][O:19][CH3:20])[CH:5]=[C:6]2[C:10]=1[NH:9][C:8]([C:11]([O:13][CH2:14][CH3:15])=[O:12])=[CH:7]2.N1C(C)=CC=CC=1C.[CH3:29][N:30]1[CH:34]=[CH:33][N:32]=[C:31]1[S:35](Cl)(=[O:37])=[O:36].Cl. The catalyst is O1CCCC1.CCCCCC.C(OCC)(=O)C. The product is [CH3:20][O:19][CH2:18][CH2:17][O:16][C:4]1[CH:5]=[C:6]2[C:10](=[C:2]([NH:1][S:35]([C:31]3[N:30]([CH3:29])[CH:34]=[CH:33][N:32]=3)(=[O:37])=[O:36])[CH:3]=1)[NH:9][C:8]([C:11]([O:13][CH2:14][CH3:15])=[O:12])=[CH:7]2. The yield is 0.510. (6) The yield is 0.840. The catalyst is ClCCl.CN(C)C1C=CN=CC=1. The reactants are [OH:1][CH2:2][CH2:3][O:4][C:5](=[O:10])[C:6]([Br:9])([CH3:8])[CH3:7].[O:11]=[C:12]1[CH:16]=[CH:15][C:14](=[O:17])[N:13]1[CH2:18][CH2:19][C:20](O)=[O:21].C1(N=C=NC2CCCCC2)CCCCC1. The product is [O:11]=[C:12]1[CH:16]=[CH:15][C:14](=[O:17])[N:13]1[CH2:18][CH2:19][C:20]([O:1][CH2:2][CH2:3][O:4][C:5](=[O:10])[C:6]([Br:9])([CH3:8])[CH3:7])=[O:21]. (7) The reactants are [H-].[Al+3].[Li+].[H-].[H-].[H-].[CH2:7]([NH:14][C:15](=O)[CH2:16][CH2:17][CH2:18][CH2:19][C:20]#[CH:21])[C:8]1[CH:13]=[CH:12][CH:11]=[CH:10][CH:9]=1.O.[OH-].[Na+]. The catalyst is C1COCC1. The product is [CH2:7]([NH:14][CH2:15][CH2:16][CH2:17][CH2:18][CH2:19][C:20]#[CH:21])[C:8]1[CH:13]=[CH:12][CH:11]=[CH:10][CH:9]=1. The yield is 0.990. (8) The product is [Br:1][C:2]1[CH:3]=[CH:4][C:5]([NH:12][C:23]([NH:22][CH2:21][C:15]2[CH:16]=[CH:17][C:18]([Cl:20])=[CH:19][C:14]=2[Cl:13])=[O:24])=[C:6]2[C:11]=1[CH:10]=[N:9][CH:8]=[CH:7]2. The catalyst is C1COCC1.C1(C)C=CC=CC=1.C1COCC1. The reactants are [Br:1][C:2]1[C:11]2[CH:10]=[N:9][CH:8]=[CH:7][C:6]=2[C:5]([NH2:12])=[CH:4][CH:3]=1.[Cl:13][C:14]1[CH:19]=[C:18]([Cl:20])[CH:17]=[CH:16][C:15]=1[CH2:21][N:22]=[C:23]=[O:24]. The yield is 0.780. (9) The reactants are Br[CH2:2][C:3]([C:5]1[CH:10]=[CH:9][C:8]([F:11])=[CH:7][C:6]=1[F:12])=O.[Cl:13][C:14]1[C:15]([NH2:20])=[N:16][CH:17]=[CH:18][N:19]=1. The catalyst is C(#N)C.CC(O)C. The product is [Cl:13][C:14]1[C:15]2[N:16]([CH:2]=[C:3]([C:5]3[CH:10]=[CH:9][C:8]([F:11])=[CH:7][C:6]=3[F:12])[N:20]=2)[CH:17]=[CH:18][N:19]=1. The yield is 0.570. (10) The reactants are FC(F)(F)S(O[C:7]1[C:8]2[S:21][CH2:20][CH2:19][CH2:18][C:9]=2[N:10]=[C:11]([CH:13]2[CH2:17][CH2:16][CH2:15][CH2:14]2)[N:12]=1)(=O)=O.[NH2:24][C:25]1[CH:30]=[CH:29][C:28]([CH2:31][C:32]([NH2:34])=[O:33])=[CH:27][CH:26]=1. No catalyst specified. The product is [CH:13]1([C:11]2[N:12]=[C:7]([NH:24][C:25]3[CH:26]=[CH:27][C:28]([CH2:31][C:32]([NH2:34])=[O:33])=[CH:29][CH:30]=3)[C:8]3[S:21][CH2:20][CH2:19][CH2:18][C:9]=3[N:10]=2)[CH2:17][CH2:16][CH2:15][CH2:14]1. The yield is 0.540.